Predict the reactants needed to synthesize the given product. From a dataset of Full USPTO retrosynthesis dataset with 1.9M reactions from patents (1976-2016). (1) Given the product [Cl:8][C:9]1[CH:10]=[C:11]([CH:16]2[CH2:25][C:24]([CH3:26])([CH3:27])[C:23]3[N:22]=[C:21]([C:28]([NH:7][S:4]([CH3:3])(=[O:6])=[O:5])=[O:29])[CH:20]=[CH:19][C:18]=3[NH:17]2)[CH:12]=[CH:13][C:14]=1[F:15], predict the reactants needed to synthesize it. The reactants are: [H-].[Na+].[CH3:3][S:4]([NH2:7])(=[O:6])=[O:5].[Cl:8][C:9]1[CH:10]=[C:11]([CH:16]2[CH2:25][C:24]([CH3:27])([CH3:26])[C:23]3[N:22]=[C:21]([C:28](O)=[O:29])[CH:20]=[CH:19][C:18]=3[NH:17]2)[CH:12]=[CH:13][C:14]=1[F:15].C(N1C=CN=C1)(N1C=CN=C1)=O. (2) Given the product [CH3:14][S:9]([CH2:3][CH2:4][CH2:5][CH2:6][OH:7])(=[O:12])=[O:8], predict the reactants needed to synthesize it. The reactants are: CS[CH2:3][CH2:4][CH2:5][CH2:6][OH:7].[OH:8][S:9]([O-:12])(=O)=O.[K+].[CH3:14]O. (3) Given the product [CH3:16][O:15][C@@H:13]1[CH2:12][O:11][C:10](=[O:17])[NH:9][CH2:14]1, predict the reactants needed to synthesize it. The reactants are: N.C([N:9]1[CH2:14][C@H:13]([O:15][CH3:16])[CH2:12][O:11][C:10]1=[O:17])C1C=CC=CC=1.[NH4+].[Cl-]. (4) Given the product [Cl:19][CH:18]([Cl:20])[C:16]([N:15]1[C@H:12]([CH2:13][OH:14])[C@@H:11]([C:8]2[CH:7]=[CH:6][C:5]([S:2]([CH3:1])(=[O:3])=[O:4])=[CH:10][CH:9]=2)[O:21][C:30]1([CH3:32])[CH3:29])=[O:17], predict the reactants needed to synthesize it. The reactants are: [CH3:1][S:2]([C:5]1[CH:6]=[CH:7][C:8]([C@@H:11]([OH:21])[C@H:12]([NH:15][C:16]([CH:18]([Cl:20])[Cl:19])=[O:17])[CH2:13][OH:14])=[CH:9][CH:10]=1)(=[O:4])=[O:3].C(N(CC)CC)C.[CH3:29][C:30]([CH3:32])=O. (5) Given the product [Br:5][C:6]1[CH:11]=[CH:10][C:9]([O:12][CH2:2][C:3]#[N:4])=[C:8]([F:13])[CH:7]=1, predict the reactants needed to synthesize it. The reactants are: Br[CH2:2][C:3]#[N:4].[Br:5][C:6]1[CH:11]=[CH:10][C:9]([OH:12])=[C:8]([F:13])[CH:7]=1.C(=O)([O-])[O-].[K+].[K+]. (6) Given the product [CH2:1]([O:3][C:4]1[CH:5]=[C:6]([S:10][C:15]2[S:14][C:13]([NH2:12])=[N:17][CH:16]=2)[CH:7]=[CH:8][CH:9]=1)[CH3:2], predict the reactants needed to synthesize it. The reactants are: [CH2:1]([O:3][C:4]1[CH:5]=[C:6]([SH:10])[CH:7]=[CH:8][CH:9]=1)[CH3:2].Br.[NH2:12][C:13]1[S:14][C:15](Br)=[CH:16][N:17]=1.[OH-].[Na+]. (7) Given the product [C:10]([O:14][C:15]([NH:17][CH2:18][C:19]([NH:8][CH2:7][CH2:6][C:5]([O:4][CH2:2][CH3:3])=[O:9])=[O:20])=[O:16])([CH3:13])([CH3:12])[CH3:11], predict the reactants needed to synthesize it. The reactants are: Cl.[CH2:2]([O:4][C:5](=[O:9])[CH2:6][CH2:7][NH2:8])[CH3:3].[C:10]([O:14][C:15]([NH:17][CH2:18][C:19](O)=[O:20])=[O:16])([CH3:13])([CH3:12])[CH3:11].C1CCC(N=C=NC2CCCCC2)CC1.CN1CCOCC1.